Dataset: Catalyst prediction with 721,799 reactions and 888 catalyst types from USPTO. Task: Predict which catalyst facilitates the given reaction. (1) Reactant: [C:1]([C:4]1[CH:5]=[C:6]([NH:10]/[C:11](=[C:18]2\[C:19](=[O:27])[NH:20][C:21]3[C:26]\2=[CH:25][CH:24]=[CH:23][CH:22]=3)/[C:12]2[CH:17]=[CH:16][CH:15]=[CH:14][CH:13]=2)[CH:7]=[CH:8][CH:9]=1)([OH:3])=O.Cl.[CH3:29][NH:30][CH3:31].CN(C(ON1N=NC2C=CC=CC1=2)=[N+](C)C)C.[B-](F)(F)(F)F.C1C=CC2N(O)N=NC=2C=1. Product: [CH3:29][N:30]([CH3:31])[C:1]([C:4]1[CH:5]=[C:6]([NH:10]/[C:11](=[C:18]2\[C:19](=[O:27])[NH:20][C:21]3[C:26]\2=[CH:25][CH:24]=[CH:23][CH:22]=3)/[C:12]2[CH:13]=[CH:14][CH:15]=[CH:16][CH:17]=2)[CH:7]=[CH:8][CH:9]=1)=[O:3]. The catalyst class is: 338. (2) Reactant: [CH3:1][N:2]1[C:6]([OH:7])=[C:5]([C:8]2[C:13]([F:14])=[CH:12][C:11]([F:15])=[CH:10][C:9]=2[F:16])[C:4]([CH3:17])=[N:3]1.[F:18][C:19]1[CH:20]=[C:21]([N+:27]([O-:29])=[O:28])[CH:22]=[C:23]([F:26])[C:24]=1F.C(=O)([O-])[O-].[K+].[K+]. Product: [F:18][C:19]1[CH:20]=[C:21]([N+:27]([O-:29])=[O:28])[CH:22]=[C:23]([F:26])[C:24]=1[O:7][C:6]1[N:2]([CH3:1])[N:3]=[C:4]([CH3:17])[C:5]=1[C:8]1[C:13]([F:14])=[CH:12][C:11]([F:15])=[CH:10][C:9]=1[F:16]. The catalyst class is: 35.